From a dataset of Reaction yield outcomes from USPTO patents with 853,638 reactions. Predict the reaction yield, written as a fraction of the theoretical maximum amount of product (1.0 means a 100% yield; for example, 0.34 means a 34% yield). The reactants are S(Cl)(Cl)=O.CC1C=C(C=C(C)C=1)C(O)=O.CC1C=C(C(Cl)=O)C=C(C)C=1.[CH3:27][C:28]1[CH:29]=[C:30]([C:35]([N:37]=[C:38]=[S:39])=[O:36])[CH:31]=[C:32]([CH3:34])[CH:33]=1.[Cl:40][C:41]1[CH:42]=[C:43]([CH:45]=[CH:46][C:47]=1[O:48][C:49]1[C:58]2[C:53](=[CH:54][C:55]([O:61][CH3:62])=[C:56]([O:59][CH3:60])[CH:57]=2)[N:52]=[CH:51][CH:50]=1)[NH2:44]. The catalyst is C(O)C.C1(C)C=CC=CC=1. The product is [Cl:40][C:41]1[CH:42]=[C:43]([NH:44][C:38]([NH:37][C:35](=[O:36])[C:30]2[CH:29]=[C:28]([CH3:27])[CH:33]=[C:32]([CH3:34])[CH:31]=2)=[S:39])[CH:45]=[CH:46][C:47]=1[O:48][C:49]1[C:58]2[C:53](=[CH:54][C:55]([O:61][CH3:62])=[C:56]([O:59][CH3:60])[CH:57]=2)[N:52]=[CH:51][CH:50]=1. The yield is 0.970.